Dataset: Catalyst prediction with 721,799 reactions and 888 catalyst types from USPTO. Task: Predict which catalyst facilitates the given reaction. (1) Reactant: [NH:1]1[CH:5]=[CH:4][N:3]=[C:2]1[CH2:6][N:7]([CH2:14][C:15]1[CH:37]=[CH:36][C:18]([C:19]([NH:21][C:22]2[CH:27]=[CH:26][C:25]([CH2:28][N:29]([CH2:33][CH2:34][CH3:35])[CH2:30][CH2:31][CH3:32])=[CH:24][CH:23]=2)=[O:20])=[CH:17][CH:16]=1)[CH2:8][C:9]1[NH:10][CH:11]=[CH:12][N:13]=1.C(N([CH2:43][CH3:44])CC)C.[C:45]1([CH3:55])[CH:50]=[CH:49][C:48]([S:51](Cl)(=[O:53])=[O:52])=[CH:47][CH:46]=1. Product: [C:43]1([CH3:44])[CH:50]=[CH:49][C:48]([S:51]([N:1]2[CH:5]=[CH:4][N:3]=[C:2]2[CH2:6][N:7]([CH2:14][C:15]2[CH:37]=[CH:36][C:18]([C:19]([NH:21][C:22]3[CH:23]=[CH:24][C:25]([CH2:28][N:29]([CH2:33][CH2:34][CH3:35])[CH2:30][CH2:31][CH3:32])=[CH:26][CH:27]=3)=[O:20])=[CH:17][CH:16]=2)[CH2:8][C:9]2[N:13]([S:51]([C:48]3[CH:49]=[CH:50][C:45]([CH3:55])=[CH:46][CH:47]=3)(=[O:53])=[O:52])[CH:12]=[CH:11][N:10]=2)(=[O:53])=[O:52])=[CH:47][CH:46]=1. The catalyst class is: 22. (2) Reactant: [F:1][C:2]1[C:9]([CH2:10][O:11][CH2:12][CH2:13][OH:14])=[CH:8][C:7]([O:15][CH3:16])=[CH:6][C:3]=1[CH:4]=[O:5].N1C=CN=C1.Cl[Si:23]([CH:30]([CH3:32])[CH3:31])([CH:27]([CH3:29])[CH3:28])[CH:24]([CH3:26])[CH3:25].O. Product: [F:1][C:2]1[C:9]([CH2:10][O:11][CH2:12][CH2:13][O:14][Si:23]([CH:30]([CH3:32])[CH3:31])([CH:27]([CH3:29])[CH3:28])[CH:24]([CH3:26])[CH3:25])=[CH:8][C:7]([O:15][CH3:16])=[CH:6][C:3]=1[CH:4]=[O:5]. The catalyst class is: 3. (3) The catalyst class is: 115. Product: [Cl:1][C:2]1[CH:27]=[CH:26][C:5]([CH2:6][CH:7]2[C:16]3[C:11](=[CH:12][CH:13]=[C:14]([O:17][CH:59]([F:69])[F:68])[CH:15]=3)[CH2:10][CH2:9][CH:8]2[NH:18][C:19](=[O:25])[O:20][C:21]([CH3:22])([CH3:23])[CH3:24])=[CH:4][CH:3]=1. Reactant: [Cl:1][C:2]1[CH:27]=[CH:26][C:5]([CH2:6][CH:7]2[C:16]3[C:11](=[CH:12][CH:13]=[C:14]([OH:17])[CH:15]=3)[CH2:10][CH2:9][CH:8]2[NH:18][C:19](=[O:25])[O:20][C:21]([CH3:24])([CH3:23])[CH3:22])=[CH:4][CH:3]=1.ClC1C=C(C=CC=1Cl)CC1C2C(=CC=C(O)C=2)CCC1NC(=O)OC(C)(C)C.[OH-].[K+].Cl[C:59]([F:69])([F:68])C(C1C=CC=CC=1)=O. (4) Reactant: Br[C:2]1[N:3]=[C:4]2[C:10]([C:11]([C:13]3[C:14]([F:27])=[C:15]([NH:20][S:21]([CH2:24][CH2:25][CH3:26])(=[O:23])=[O:22])[CH:16]=[CH:17][C:18]=3[F:19])=[O:12])=[CH:9][NH:8][C:5]2=[N:6][CH:7]=1.[CH3:28][O:29][C:30]1[N:35]=[CH:34][C:33](B(O)O)=[CH:32][N:31]=1.C(#N)C.C(=O)([O-])[O-].[K+].[K+]. Product: [F:27][C:14]1[C:13]([C:11]([C:10]2[C:4]3[C:5](=[N:6][CH:7]=[C:2]([C:33]4[CH:32]=[N:31][C:30]([O:29][CH3:28])=[N:35][CH:34]=4)[N:3]=3)[NH:8][CH:9]=2)=[O:12])=[C:18]([F:19])[CH:17]=[CH:16][C:15]=1[NH:20][S:21]([CH2:24][CH2:25][CH3:26])(=[O:23])=[O:22]. The catalyst class is: 587. (5) Reactant: C(OC1C=C(C(O)C[C:25]2[N:30]=[CH:29][C:28]([OH:31])=[CH:27][CH:26]=2)C=C(OCC2C=CC=CC=2)C=1)C1C=CC=CC=1.[C:33](O)(=[O:35])[CH3:34].O. Product: [C:33]([O:31][C:28]1[CH:29]=[N:30][CH:25]=[CH:26][CH:27]=1)(=[O:35])[CH3:34]. The catalyst class is: 152. (6) Reactant: [F:1][C:2]1[CH:7]=[CH:6][CH:5]=[C:4]([F:8])[C:3]=1[S:9]([NH:12][C:13]1[CH:14]=[C:15]([CH:21]=[CH:22][CH:23]=1)[C:16]([O:18]CC)=O)(=[O:11])=[O:10].[Li+].C[Si]([N-][Si](C)(C)C)(C)C.[Cl:34][C:35]1[N:40]=[C:39]([CH3:41])[CH:38]=[CH:37][N:36]=1. Product: [Cl:34][C:35]1[N:40]=[C:39](/[CH:41]=[C:16](/[C:15]2[CH:14]=[C:13]([NH:12][S:9]([C:3]3[C:2]([F:1])=[CH:7][CH:6]=[CH:5][C:4]=3[F:8])(=[O:11])=[O:10])[CH:23]=[CH:22][CH:21]=2)\[OH:18])[CH:38]=[CH:37][N:36]=1. The catalyst class is: 1. (7) Reactant: C(OC([N:8]1[CH2:13][CH2:12][N:11]([C:14]2[CH:19]=[CH:18][C:17]([NH:20][C:21]3[N:22]=[CH:23][C:24]4[CH:30]=[C:29]([CH2:31][C:32]5[O:33][C:34]([CH3:37])=[N:35][N:36]=5)[C:28](=[O:38])[N:27]([CH:39]5[CH2:43][CH2:42][CH2:41][CH2:40]5)[C:25]=4[N:26]=3)=[CH:16][CH:15]=2)[CH2:10][CH2:9]1)=O)(C)(C)C.Cl. Product: [CH:39]1([N:27]2[C:25]3[N:26]=[C:21]([NH:20][C:17]4[CH:18]=[CH:19][C:14]([N:11]5[CH2:10][CH2:9][NH:8][CH2:13][CH2:12]5)=[CH:15][CH:16]=4)[N:22]=[CH:23][C:24]=3[CH:30]=[C:29]([CH2:31][C:32]3[O:33][C:34]([CH3:37])=[N:35][N:36]=3)[C:28]2=[O:38])[CH2:40][CH2:41][CH2:42][CH2:43]1. The catalyst class is: 158.